This data is from Experimentally validated miRNA-target interactions with 360,000+ pairs, plus equal number of negative samples. The task is: Binary Classification. Given a miRNA mature sequence and a target amino acid sequence, predict their likelihood of interaction. (1) The miRNA is mmu-miR-466d-5p with sequence UGUGUGUGCGUACAUGUACAUG. The protein sequence of the target gene is MSVAGLKKQFHKASQLFSEKISGAEGTKLDDEFLDMERKIDVTNKVVAEILSKTTEYLQPNPAYRAKLGMLNTVSKIRGQVKTTGYPQTEGLLGDCMLKYGKELGEDSTFGNALIEVGESMKLMAEVKDSLDINVKQTFIDPLQLLQDKDLKEIGHHLKKLEGRRLDYDYKKKRVGKIPDEEVRQAVEKFEESKELAERSMFNFLENDVEQVSQLAVFIEAALDYHRQSTEILQELQSKLQMRISAASSVPRREYKPRPVKRSSSELNGVSTTSVVKTTGSNIPMDQPCCRGLYDFEPEN.... Result: 0 (no interaction). (2) Result: 1 (interaction). The miRNA is hsa-miR-3622b-5p with sequence AGGCAUGGGAGGUCAGGUGA. The protein sequence of the target gene is MAITQFRLFKFCTCLATVFSFLKRLICRSGRGRKLSGDQITLPTTVDYSSVPKQTDVEEWTSWDEDAPTSVKIEGGNGNVATQQNSLEQLEPDYFKDMTPTIRKTQKIVIKKREPLNFGIPDGSTGFSSRLAATQDLPFIHQSSELGDLDTWQENTNAWEEEEDAAWQAEEVLRQQKLADREKRAAEQQRKKMEKEAQRLMKKEQNKIGVKLS.